From a dataset of Reaction yield outcomes from USPTO patents with 853,638 reactions. Predict the reaction yield, written as a fraction of the theoretical maximum amount of product (1.0 means a 100% yield; for example, 0.34 means a 34% yield). (1) The reactants are Cl.[NH2:2][C:3]1([CH2:17][OH:18])[CH2:7][CH2:6][N:5]([C:8]2[C:9]3[N:10]([CH:14]=[CH:15][CH:16]=3)[CH:11]=[CH:12][N:13]=2)[CH2:4]1.[CH:19]([C:22]1[CH:23]=[N:24][C:25]([C:28](O)=[O:29])=[N:26][CH:27]=1)([CH3:21])[CH3:20].C(N(CC)C(C)C)C.CN(C(ON1N=NC2C=CC=NC1=2)=[N+](C)C)C.F[P-](F)(F)(F)(F)F. The catalyst is CN(C=O)C.C(OCC)(=O)C. The product is [OH:18][CH2:17][C:3]1([NH:2][C:28]([C:25]2[N:24]=[CH:23][C:22]([CH:19]([CH3:21])[CH3:20])=[CH:27][N:26]=2)=[O:29])[CH2:7][CH2:6][N:5]([C:8]2[C:9]3[N:10]([CH:14]=[CH:15][CH:16]=3)[CH:11]=[CH:12][N:13]=2)[CH2:4]1. The yield is 0.320. (2) The reactants are Br[C:2]1[C:7]2=[N:8][C:9]([C:12]([NH:14][C:15]3([C:18]#[N:19])[CH2:17][CH2:16]3)=[O:13])=[CH:10][N:11]=[C:6]2[CH:5]=[N:4][CH:3]=1.[F:20][C:21]([F:32])([F:31])[C:22]1[CH:27]=[CH:26][C:25](B(O)O)=[CH:24][CH:23]=1.C(=O)([O-])[O-].[Cs+].[Cs+].O1CCOCC1. The catalyst is C1(P([C-]2C=CC=C2)C2C=CC=CC=2)C=CC=CC=1.[C-]1(P(C2C=CC=CC=2)C2C=CC=CC=2)C=CC=C1.[Fe+2].[Pd](Cl)Cl.O. The product is [C:18]([C:15]1([NH:14][C:12]([C:9]2[N:8]=[C:7]3[C:2]([C:25]4[CH:26]=[CH:27][C:22]([C:21]([F:32])([F:31])[F:20])=[CH:23][CH:24]=4)=[CH:3][N:4]=[CH:5][C:6]3=[N:11][CH:10]=2)=[O:13])[CH2:17][CH2:16]1)#[N:19]. The yield is 0.760. (3) The product is [CH3:7][O:8][C:9]1[CH:10]=[C:11]2[C:16](=[CH:17][C:18]=1[O:19][CH2:20][CH:21]1[CH2:22][CH2:23][N:24]([CH3:3])[CH2:25][CH2:26]1)[N:15]=[CH:14][N:13]([CH2:27][O:28][C:29](=[O:34])[C:30]([CH3:31])([CH3:32])[CH3:33])[C:12]2=[O:35]. The catalyst is C1COCC1.CO. The reactants are C=O.[C:3]([BH3-])#N.[Na+].[CH3:7][O:8][C:9]1[CH:10]=[C:11]2[C:16](=[CH:17][C:18]=1[O:19][CH2:20][CH:21]1[CH2:26][CH2:25][NH:24][CH2:23][CH2:22]1)[N:15]=[CH:14][N:13]([CH2:27][O:28][C:29](=[O:34])[C:30]([CH3:33])([CH3:32])[CH3:31])[C:12]2=[O:35]. The yield is 0.820. (4) The reactants are [OH:1][N:2]=[C:3]([C:14]#[N:15])[C:4]1[CH:9]=[CH:8][C:7]([O:10][CH3:11])=[C:6]([O:12][CH3:13])[CH:5]=1.C(N(CC)CC)C.[C:23]1([CH3:33])[CH:28]=[CH:27][C:26]([S:29](Cl)(=[O:31])=[O:30])=[CH:25][CH:24]=1. The catalyst is C1COCC1. The product is [CH3:33][C:23]1[CH:28]=[CH:27][C:26]([S:29]([O:1][N:2]=[C:3]([C:14]#[N:15])[C:4]2[CH:9]=[CH:8][C:7]([O:10][CH3:11])=[C:6]([O:12][CH3:13])[CH:5]=2)(=[O:31])=[O:30])=[CH:25][CH:24]=1. The yield is 0.900.